Dataset: KCNQ2 potassium channel screen with 302,405 compounds. Task: Binary Classification. Given a drug SMILES string, predict its activity (active/inactive) in a high-throughput screening assay against a specified biological target. (1) The molecule is Fc1c(N\C=C2/C(=O)c3c(OC2=O)cccc3)cc(cc1)C. The result is 0 (inactive). (2) The drug is Clc1ccc(c2n(CC)c(SCc3[nH]c(=O)c4c(c(sc4n3)C(O)=O)C)nn2)cc1. The result is 0 (inactive). (3) The result is 0 (inactive). The molecule is S1C(C2(O)NC(=O)NC2C1)CCCCC(OC)=O. (4) The result is 0 (inactive). The compound is Clc1n(nc(c1/C=N\NC(=O)CNc1cc(ccc1)C(F)(F)F)C)Cc1ccccc1. (5) The result is 0 (inactive). The molecule is ON(C(=O)NCCCCNC(=O)N(O)c1ccc(cc1)C)c1ccc(cc1)C. (6) The compound is Clc1c(/C(=C\c2cc3c(nc2SC)cccc3)C#N)ccc(Cl)c1. The result is 0 (inactive). (7) The drug is S(=O)(=O)(N1CCOCC1)c1c(ccc(c1)C(=O)Nc1ncccc1)C. The result is 0 (inactive).